Dataset: Catalyst prediction with 721,799 reactions and 888 catalyst types from USPTO. Task: Predict which catalyst facilitates the given reaction. Reactant: [CH3:1][O:2][C:3](=[O:17])[C:4]1[CH:9]=[CH:8][C:7]([CH2:10][CH:11]([CH:15]=[O:16])[CH2:12][CH2:13]Br)=[CH:6][CH:5]=1.Cl.[NH:19]([CH2:21][C:22]([O:24][CH2:25][CH3:26])=[O:23])[CH3:20].C(=O)(O)[O-].[Na+].O. Product: [CH2:25]([O:24][C:22](=[O:23])[CH2:21][N:19]([CH3:20])[CH2:13][CH2:12][CH:11]([CH:15]=[O:16])[CH2:10][C:7]1[CH:8]=[CH:9][C:4]([C:3]([O:2][CH3:1])=[O:17])=[CH:5][CH:6]=1)[CH3:26]. The catalyst class is: 10.